Dataset: Reaction yield outcomes from USPTO patents with 853,638 reactions. Task: Predict the reaction yield, written as a fraction of the theoretical maximum amount of product (1.0 means a 100% yield; for example, 0.34 means a 34% yield). (1) The reactants are [Cl:1][C:2]1[CH:7]=[C:6]([CH3:8])[C:5]([N+:9]([O-:11])=[O:10])=[CH:4][C:3]=1[N+:12]([O-:14])=[O:13].C[C:16]([N:18]([CH3:20])[CH3:19])=O.O. The catalyst is CN(C=O)C. The product is [Cl:1][C:2]1[C:3]([N+:12]([O-:14])=[O:13])=[CH:4][C:5]([N+:9]([O-:11])=[O:10])=[C:6](/[CH:8]=[CH:16]/[N:18]([CH3:20])[CH3:19])[CH:7]=1. The yield is 0.720. (2) The reactants are [Br:1][C:2]1[CH:7]=[CH:6][C:5]([F:8])=[CH:4][C:3]=1[CH2:9][CH2:10][S:11](Cl)(=[O:13])=[O:12].[F:15][C:16]1[CH:22]=[CH:21][CH:20]=[CH:19][C:17]=1[NH2:18].N1C=CC=CC=1. The catalyst is ClCCl.Cl. The product is [Br:1][C:2]1[CH:7]=[CH:6][C:5]([F:8])=[CH:4][C:3]=1[CH2:9][CH2:10][S:11]([NH:18][C:17]1[CH:19]=[CH:20][CH:21]=[CH:22][C:16]=1[F:15])(=[O:13])=[O:12]. The yield is 0.640. (3) The reactants are [CH:1]1([CH2:7][C:8](OC)=[O:9])[CH2:6][CH2:5][CH2:4][CH2:3][CH2:2]1.CC(C[AlH]CC(C)C)C.O.O.O.O.C(C(C(C([O-])=O)O)O)([O-])=O.[Na+].[K+]. The catalyst is CCOCC.O. The product is [CH:1]1([CH2:7][CH:8]=[O:9])[CH2:6][CH2:5][CH2:4][CH2:3][CH2:2]1. The yield is 0.930. (4) The product is [Br:1][C:2]1[CH:22]=[N:21][C:5]2[N:6]=[C:7]([N:12]3[CH2:17][CH2:16][N:15]4[CH2:18][CH2:19][CH2:20][CH:14]4[CH2:13]3)[C:8]3[N:9]([CH:23]=[N:11][N:10]=3)[C:4]=2[CH:3]=1. The catalyst is CCOCC. The reactants are [Br:1][C:2]1[CH:22]=[N:21][C:5]2=[N:6][C:7]([N:12]3[CH2:17][CH2:16][N:15]4[CH2:18][CH2:19][CH2:20][CH:14]4[CH2:13]3)=[C:8]([NH:10][NH2:11])[N:9]=[C:4]2[CH:3]=1.[CH:23](OC)(OC)OC. The yield is 0.260. (5) The reactants are C[Li].S(NN=[C:15]1[C:32]2[CH:31]=[C:30]([OH:33])[CH:29]=[CH:28][C:27]=2[C@@H:26]2[C@H:17]([C@H:18]3[C@@:22]([CH2:24][CH2:25]2)([CH3:23])[C@@H:21]([OH:34])[CH2:20][CH2:19]3)[CH2:16]1)(C1C=CC(C)=CC=1)(=O)=O.Cl. The catalyst is O1CCCC1. The product is [CH3:23][C@:22]12[CH2:24][CH2:25][C@H:26]3[C@@H:17]([CH:16]=[CH:15][C:32]4[CH:31]=[C:30]([OH:33])[CH:29]=[CH:28][C:27]=43)[C@@H:18]1[CH2:19][CH2:20][C@@H:21]2[OH:34]. The yield is 0.360. (6) The reactants are [CH3:1][O:2][C:3](=[O:36])[CH:4]([NH:28][C:29]([O:31][C:32]([CH3:35])([CH3:34])[CH3:33])=[O:30])[CH2:5][O:6][C:7]1[CH:12]=[CH:11][C:10]([CH2:13][CH2:14][CH2:15][CH2:16][NH:17]C(OCC2C=CC=CC=2)=O)=[CH:9][CH:8]=1. The product is [CH3:1][O:2][C:3](=[O:36])[CH:4]([NH:28][C:29]([O:31][C:32]([CH3:34])([CH3:33])[CH3:35])=[O:30])[CH2:5][O:6][C:7]1[CH:8]=[CH:9][C:10]([CH2:13][CH2:14][CH2:15][CH2:16][NH2:17])=[CH:11][CH:12]=1. The yield is 0.980. The catalyst is CO.[Pd].